Predict which catalyst facilitates the given reaction. From a dataset of Catalyst prediction with 721,799 reactions and 888 catalyst types from USPTO. (1) Reactant: [S:1](=[O:30])(=[O:29])([O:3][CH2:4][C@@H:5]1[CH2:9][C@@H:8]([N:10]2[C:14]3[N:15]=[CH:16][N:17]=[C:18]([C:19]4[NH:20][C:21]5[C:26]([CH:27]=4)=[CH:25][CH:24]=[CH:23][CH:22]=5)[C:13]=3[CH:12]=[CH:11]2)[CH2:7][C@@H:6]1[OH:28])[NH2:2].[ClH:31]. Product: [ClH:31].[S:1](=[O:30])(=[O:29])([O:3][CH2:4][C@@H:5]1[CH2:9][C@@H:8]([N:10]2[C:14]3[N:15]=[CH:16][N:17]=[C:18]([C:19]4[NH:20][C:21]5[C:26]([CH:27]=4)=[CH:25][CH:24]=[CH:23][CH:22]=5)[C:13]=3[CH:12]=[CH:11]2)[CH2:7][C@@H:6]1[OH:28])[NH2:2]. The catalyst class is: 8. (2) Reactant: [CH2:1]([O:8][C:9]1[CH:14]=[CH:13][C:12]([Br:15])=[C:11]([CH3:16])[CH:10]=1)[C:2]1[CH:7]=[CH:6][CH:5]=[CH:4][CH:3]=1.[N+:17]([O-])([OH:19])=[O:18].OS(O)(=O)=O. Product: [CH2:1]([O:8][C:9]1[CH:10]=[C:11]([CH3:16])[C:12]([Br:15])=[CH:13][C:14]=1[N+:17]([O-:19])=[O:18])[C:2]1[CH:3]=[CH:4][CH:5]=[CH:6][CH:7]=1. The catalyst class is: 52. (3) Reactant: [C:1]([O:5][C:6]([C@@:8]1([CH2:23][CH2:24][CH2:25][O:26][Si](C(C)(C)C)(C)C)[CH:12]([F:13])[C:11](=[O:14])[N:10]([C@@H:15]([C:17]2[CH:22]=[CH:21][CH:20]=[CH:19][CH:18]=2)[CH3:16])[CH2:9]1)=[O:7])([CH3:4])([CH3:3])[CH3:2].C(O)(=O)C.[F-].C([N+](CCCC)(CCCC)CCCC)CCC. Product: [C:1]([O:5][C:6]([C@@:8]1([CH2:23][CH2:24][CH2:25][OH:26])[CH:12]([F:13])[C:11](=[O:14])[N:10]([C@@H:15]([C:17]2[CH:22]=[CH:21][CH:20]=[CH:19][CH:18]=2)[CH3:16])[CH2:9]1)=[O:7])([CH3:4])([CH3:3])[CH3:2]. The catalyst class is: 7. (4) Product: [Br:1][C:2]1[CH:3]=[C:4]([CH:10]=[C:11]([Cl:13])[CH:12]=1)[O:5][CH2:6][CH:7]([OH:8])[CH2:9][NH:15][CH3:14]. Reactant: [Br:1][C:2]1[CH:3]=[C:4]([CH:10]=[C:11]([Cl:13])[CH:12]=1)[O:5][CH2:6][CH:7]1[CH2:9][O:8]1.[CH3:14][NH2:15]. The catalyst class is: 5. (5) Reactant: [Cl:1][C:2]1[C:7]2[CH:8]=[CH:9][S:10][C:6]=2[CH:5]=[N:4][CH:3]=1.C([Li])CCC.[I:16]I. Product: [I:16][N:4]1[CH:5]=[C:6]2[S:10][CH2:9][CH:8]=[C:7]2[C:2]([Cl:1])=[CH:3]1. The catalyst class is: 1. (6) Reactant: [C:1]1([S:11]([C:14]2[C:22]3[C:17](=[CH:18][CH:19]=[C:20]([N:23]4[CH2:27][CH2:26][C@@H:25]([NH:28][C:29](=[O:35])[O:30][C:31]([CH3:34])([CH3:33])[CH3:32])[CH2:24]4)[CH:21]=3)[NH:16][N:15]=2)(=[O:13])=[O:12])[C:10]2[C:5](=[CH:6][CH:7]=[CH:8][CH:9]=2)[CH:4]=[CH:3][CH:2]=1.[C:36](=O)([O-])[O-].[Cs+].[Cs+].CI. Product: [CH3:36][N:16]1[C:17]2[C:22](=[CH:21][C:20]([N:23]3[CH2:27][CH2:26][C@@H:25]([NH:28][C:29](=[O:35])[O:30][C:31]([CH3:32])([CH3:34])[CH3:33])[CH2:24]3)=[CH:19][CH:18]=2)[C:14]([S:11]([C:1]2[C:10]3[C:5](=[CH:6][CH:7]=[CH:8][CH:9]=3)[CH:4]=[CH:3][CH:2]=2)(=[O:13])=[O:12])=[N:15]1.[CH3:36][N:15]1[C:14]([S:11]([C:1]2[C:10]3[C:5](=[CH:6][CH:7]=[CH:8][CH:9]=3)[CH:4]=[CH:3][CH:2]=2)(=[O:13])=[O:12])=[C:22]2[C:17]([CH:18]=[CH:19][C:20]([N:23]3[CH2:27][CH2:26][C@@H:25]([NH:28][C:29](=[O:35])[O:30][C:31]([CH3:32])([CH3:34])[CH3:33])[CH2:24]3)=[CH:21]2)=[N:16]1. The catalyst class is: 9. (7) Product: [NH2:1][C:2]1[CH:7]=[CH:6][C:5]([C:8]2[N:17]=[C:16]([C:18]([OH:20])=[O:19])[C:15]3[C:10](=[CH:11][CH:12]=[CH:13][CH:14]=3)[N:9]=2)=[CH:4][CH:3]=1. The catalyst class is: 15. Reactant: [NH2:1][C:2]1[CH:7]=[CH:6][C:5]([C:8]2[N:17]=[C:16]([C:18]([O:20]CC)=[O:19])[C:15]3[C:10](=[CH:11][CH:12]=[CH:13][CH:14]=3)[N:9]=2)=[CH:4][CH:3]=1.[Li+].[OH-].O1CCCC1.O. (8) The catalyst class is: 3. Product: [Cl:40][C:41]1[CH:48]=[CH:47][C:44]([CH2:45][NH:46][C:15]([C:12]2[CH:11]=[C:10]([C:3]3[C:4]4[C:5](=[N:6][CH:7]=[CH:8][CH:9]=4)[NH:1][N:2]=3)[NH:14][CH:13]=2)=[O:17])=[CH:43][CH:42]=1. Reactant: [NH:1]1[C:5]2=[N:6][CH:7]=[CH:8][CH:9]=[C:4]2[C:3]([C:10]2[NH:14][CH:13]=[C:12]([C:15]([OH:17])=O)[CH:11]=2)=[N:2]1.C1C=CC2N(O)N=NC=2C=1.CCN=C=NCCCN(C)C.Cl.[Cl:40][C:41]1[CH:48]=[CH:47][C:44]([CH2:45][NH2:46])=[CH:43][CH:42]=1. (9) Reactant: [Cl:1][C:2]1[CH:3]=[C:4]([NH:9][C:10]2[C:11]3[CH2:18][C:17](=[O:19])[NH:16][C:12]=3[N:13]=[CH:14][N:15]=2)[CH:5]=[CH:6][C:7]=1[F:8].[CH3:20][C:21]1[CH:22]=[C:23]([CH:35]=O)[NH:24][C:25]=1[C:26]([N:28]1[CH2:33][CH2:32][N:31]([CH3:34])[CH2:30][CH2:29]1)=[O:27]. Product: [Cl:1][C:2]1[CH:3]=[C:4]([NH:9][C:10]2[C:11]3[C:18](=[CH:35][C:23]4[NH:24][C:25]([C:26]([N:28]5[CH2:29][CH2:30][N:31]([CH3:34])[CH2:32][CH2:33]5)=[O:27])=[C:21]([CH3:20])[CH:22]=4)[C:17](=[O:19])[NH:16][C:12]=3[N:13]=[CH:14][N:15]=2)[CH:5]=[CH:6][C:7]=1[F:8]. The catalyst class is: 495. (10) Reactant: [NH2:1][C:2](=[N:33]O)[C:3]1[CH:4]=[C:5]2[C:10](=[CH:11][CH:12]=1)[C:9](=[O:13])[N:8]([CH2:14][CH:15]([CH3:17])[CH3:16])[C:7]([CH2:18][NH:19][C:20](=[O:26])[O:21][C:22]([CH3:25])([CH3:24])[CH3:23])=[C:6]2[C:27]1[CH:32]=[CH:31][CH:30]=[CH:29][CH:28]=1.[C:35]([O:38]C(=O)C)(=[O:37])[CH3:36]. Product: [C:35]([OH:38])(=[O:37])[CH3:36].[C:35]([OH:38])(=[O:37])[CH3:36].[NH2:33][C:2](=[NH:1])[C:3]1[CH:4]=[C:5]2[C:10](=[CH:11][CH:12]=1)[C:9](=[O:13])[N:8]([CH2:14][CH:15]([CH3:16])[CH3:17])[C:7]([CH2:18][NH:19][C:20](=[O:26])[O:21][C:22]([CH3:25])([CH3:24])[CH3:23])=[C:6]2[C:27]1[CH:28]=[CH:29][CH:30]=[CH:31][CH:32]=1. The catalyst class is: 331.